Dataset: Full USPTO retrosynthesis dataset with 1.9M reactions from patents (1976-2016). Task: Predict the reactants needed to synthesize the given product. (1) Given the product [Br:1][C:2]1[CH:3]=[C:4]2[C:9]([C:11]3[CH:16]=[CH:15][CH:14]=[CH:13][C:12]=3[O:17][CH3:18])=[N:21][NH:20][C:5]2=[N:6][CH:7]=1, predict the reactants needed to synthesize it. The reactants are: [Br:1][C:2]1[CH:3]=[C:4]([C:9]([C:11]2[CH:16]=[CH:15][CH:14]=[CH:13][C:12]=2[O:17][CH3:18])=O)[C:5](F)=[N:6][CH:7]=1.O.[NH2:20][NH2:21]. (2) Given the product [C:12]1([CH3:19])[CH:13]=[CH:14][CH:15]=[CH:16][C:17]=1[N:1]1[CH2:2][CH2:3][CH:4]([C:5]([N:20]2[CH2:25][CH2:24][S:23][CH2:22][CH2:21]2)=[O:7])[CH2:10][CH2:11]1, predict the reactants needed to synthesize it. The reactants are: [NH:1]1[CH2:11][CH2:10][CH:4]([C:5]([O:7]CC)=O)[CH2:3][CH2:2]1.[C:12]1([CH3:19])[C:13](Br)=[CH:14][CH:15]=[CH:16][CH:17]=1.[NH:20]1[CH2:25][CH2:24][S:23][CH2:22][CH2:21]1. (3) The reactants are: [Cl:1][C:2]1[CH:7]=[CH:6][C:5]([C:8](=[O:10])[CH3:9])=[C:4]([OH:11])[CH:3]=1.[F:12][CH:13]([F:17])[C:14]([CH3:16])=O.N1CCCC1. Given the product [Cl:1][C:2]1[CH:3]=[C:4]2[C:5]([C:8](=[O:10])[CH2:9][C:14]([CH:13]([F:17])[F:12])([CH3:16])[O:11]2)=[CH:6][CH:7]=1, predict the reactants needed to synthesize it. (4) Given the product [Br:1][C:2]1[CH:3]=[C:4]([CH:7]=[CH:8][CH:9]=1)[CH2:5][NH:6][C:20]1[N:25]=[C:24]([NH:26][CH2:27][C@H:28]2[CH2:29][CH2:30][C@H:31]([CH2:34][OH:35])[CH2:32][CH2:33]2)[C:23]([N+:36]([O-:38])=[O:37])=[CH:22][N:21]=1, predict the reactants needed to synthesize it. The reactants are: [Br:1][C:2]1[CH:3]=[C:4]([CH:7]=[CH:8][CH:9]=1)[CH2:5][NH2:6].C(N(C(C)C)CC)(C)C.Cl[C:20]1[N:25]=[C:24]([NH:26][CH2:27][C@H:28]2[CH2:33][CH2:32][C@H:31]([CH2:34][OH:35])[CH2:30][CH2:29]2)[C:23]([N+:36]([O-:38])=[O:37])=[CH:22][N:21]=1.